From a dataset of Forward reaction prediction with 1.9M reactions from USPTO patents (1976-2016). Predict the product of the given reaction. (1) Given the reactants ClC(OC(C)C)=O.FC(F)(F)C(O)=O.FC1C(OC2N=CN=C3N(C4CCNCC4)N=CC=23)=C(C=CC=1F)C#N.[C:41]([O:45][C:46]([N:48]1[CH2:53][CH2:52][CH:51]([N:54]2[C:58]3=[N:59][CH:60]=[N:61][C:62]([O:63][C:64]4[C:69]([C:70]#[N:71])=[CH:68][CH:67]=[C:66]([F:72])[C:65]=4[F:73])=[C:57]3[CH:56]=[N:55]2)[CH2:50][CH2:49]1)=[O:47])(C)([CH3:43])[CH3:42].FC(F)(F)C(O)=O.C(OC1C=CC(OC2N=CN=C3N(C4CCNCC4)N=CC=23)=C(F)C=1)C.C(N(C(C)C)CC)(C)C, predict the reaction product. The product is: [CH:41]([O:45][C:46]([N:48]1[CH2:49][CH2:50][CH:51]([N:54]2[C:58]3=[N:59][CH:60]=[N:61][C:62]([O:63][C:64]4[C:69]([C:70]#[N:71])=[CH:68][CH:67]=[C:66]([F:72])[C:65]=4[F:73])=[C:57]3[CH:56]=[N:55]2)[CH2:52][CH2:53]1)=[O:47])([CH3:43])[CH3:42]. (2) The product is: [CH2:1]([O:3][C:4](=[O:35])[CH2:5][C:6]1[CH:11]=[CH:10][CH:9]=[C:8]([O:12][C:13]2[CH:18]=[CH:17][C:16]([NH:19][C:43](=[O:45])[CH3:44])=[CH:15][C:14]=2[CH2:20][N:21]([C:31]([O:33][CH3:34])=[O:32])[C@@H:22]([CH3:30])[CH2:23][C:24]2[CH:25]=[CH:26][CH:27]=[CH:28][CH:29]=2)[CH:7]=1)[CH3:2]. Given the reactants [CH2:1]([O:3][C:4](=[O:35])[CH2:5][C:6]1[CH:11]=[CH:10][CH:9]=[C:8]([O:12][C:13]2[CH:18]=[CH:17][C:16]([NH2:19])=[CH:15][C:14]=2[CH2:20][N:21]([C:31]([O:33][CH3:34])=[O:32])[C@@H:22]([CH3:30])[CH2:23][C:24]2[CH:29]=[CH:28][CH:27]=[CH:26][CH:25]=2)[CH:7]=1)[CH3:2].C(N(CC)CC)C.[C:43](Cl)(=[O:45])[CH3:44].O, predict the reaction product. (3) Given the reactants [CH3:1][O:2][C:3]1[CH:8]=[C:7]([CH2:9][CH2:10][CH2:11][O:12][CH3:13])[C:6]([O:14][CH3:15])=[CH:5][C:4]=1[CH2:16][C@H:17]([NH:19]C(=O)C(F)(F)F)[CH3:18].[OH-].[Na+].[ClH:28], predict the reaction product. The product is: [ClH:28].[CH3:1][O:2][C:3]1[CH:8]=[C:7]([CH2:9][CH2:10][CH2:11][O:12][CH3:13])[C:6]([O:14][CH3:15])=[CH:5][C:4]=1[CH2:16][C@H:17]([NH2:19])[CH3:18]. (4) Given the reactants [Cl:1][C:2]1[CH:7]=[CH:6][C:5]([C:8]2[CH:13]=[CH:12][C:11]([C:14]([F:17])([F:16])[F:15])=[CH:10][CH:9]=2)=[CH:4][N:3]=1.[N:18]1([CH2:24][CH2:25][CH2:26][N:27]2[CH2:32][CH2:31][NH:30][CH2:29][CH2:28]2)[CH2:23][CH2:22][CH2:21][CH2:20][CH2:19]1, predict the reaction product. The product is: [ClH:1].[ClH:1].[N:18]1([CH2:24][CH2:25][CH2:26][N:27]2[CH2:28][CH2:29][N:30]([C:2]3[CH:7]=[CH:6][C:5]([C:8]4[CH:13]=[CH:12][C:11]([C:14]([F:17])([F:16])[F:15])=[CH:10][CH:9]=4)=[CH:4][N:3]=3)[CH2:31][CH2:32]2)[CH2:19][CH2:20][CH2:21][CH2:22][CH2:23]1. (5) Given the reactants [Cl:1][C:2]1[CH:7]=[C:6]([Cl:8])[C:5]([F:9])=[CH:4][C:3]=1[N+:10]([O-:12])=[O:11].C([O-])(=O)C.BrBr.S(=O)(=O)(O)O.[Br:24]([O-])(=O)=O.[K+].S(=O)(O)[O-].[Na+], predict the reaction product. The product is: [Br:24][C:7]1[C:2]([Cl:1])=[C:3]([N+:10]([O-:12])=[O:11])[CH:4]=[C:5]([F:9])[C:6]=1[Cl:8]. (6) Given the reactants CN(C=O)C.C(Cl)(=O)C(Cl)=O.[Cl:12][C:13]1[CH:14]=[C:15]([CH:36]=[CH:37][C:38]=1[O:39][CH3:40])[CH2:16][NH:17][C:18]1[C:19]2[N:31]([CH3:32])[N:30]=[C:29]([CH2:33][CH2:34][CH3:35])[C:20]=2[N:21]=[C:22]([CH2:24][CH2:25][C:26]([NH2:28])=O)[N:23]=1, predict the reaction product. The product is: [Cl:12][C:13]1[CH:14]=[C:15]([CH:36]=[CH:37][C:38]=1[O:39][CH3:40])[CH2:16][NH:17][C:18]1[C:19]2[N:31]([CH3:32])[N:30]=[C:29]([CH2:33][CH2:34][CH3:35])[C:20]=2[N:21]=[C:22]([CH2:24][CH2:25][C:26]#[N:28])[N:23]=1. (7) Given the reactants [C:1]1([C:20]2[CH:25]=[CH:24][CH:23]=[CH:22][CH:21]=2)[CH:6]=[CH:5][CH:4]=[CH:3][C:2]=1[NH:7][C:8]1[CH:13]=[CH:12][C:11]([C:14]2[CH:19]=[CH:18][CH:17]=[CH:16][CH:15]=2)=[CH:10][CH:9]=1.[Cl:26][C:27]1[CH:32]=[CH:31][C:30](I)=[CH:29][CH:28]=1.C(P(C(C)(C)C)C(C)(C)C)(C)(C)C.CC(C)([O-])C.[Na+], predict the reaction product. The product is: [C:1]1([C:20]2[CH:25]=[CH:24][CH:23]=[CH:22][CH:21]=2)[CH:6]=[CH:5][CH:4]=[CH:3][C:2]=1[N:7]([C:8]1[CH:13]=[CH:12][C:11]([C:14]2[CH:19]=[CH:18][CH:17]=[CH:16][CH:15]=2)=[CH:10][CH:9]=1)[C:30]1[CH:31]=[CH:32][C:27]([Cl:26])=[CH:28][CH:29]=1.